From a dataset of Full USPTO retrosynthesis dataset with 1.9M reactions from patents (1976-2016). Predict the reactants needed to synthesize the given product. (1) Given the product [Cl:1][C:2]1[CH:18]=[C:17]([C:19]2[N:23]=[C:22]([C:24]3[CH:29]=[C:28]([O:30][CH3:31])[N:27]=[C:26]([CH:32]4[CH2:33][CH2:34][CH2:35][CH2:36]4)[CH:25]=3)[O:21][N:20]=2)[CH:16]=[C:15]([CH3:37])[C:3]=1[O:4][CH2:5][CH2:6][CH2:7][C:8]([OH:10])=[O:9], predict the reactants needed to synthesize it. The reactants are: [Cl:1][C:2]1[CH:18]=[C:17]([C:19]2[N:23]=[C:22]([C:24]3[CH:29]=[C:28]([O:30][CH3:31])[N:27]=[C:26]([CH:32]4[CH2:36][CH2:35][CH2:34][CH2:33]4)[CH:25]=3)[O:21][N:20]=2)[CH:16]=[C:15]([CH3:37])[C:3]=1[O:4][CH2:5][CH2:6][CH2:7][C:8]([O:10]C(C)(C)C)=[O:9].C(O)(C(F)(F)F)=O. (2) Given the product [CH3:28][C:3]1[S:4][C:5]2[C:10]([NH:11][CH2:12][C@@H:13]([NH2:21])[CH2:14][C:15]3[CH:20]=[CH:19][CH:18]=[CH:17][CH:16]=3)=[N:9][C:8]([C:22]3[CH:27]=[CH:26][N:25]=[CH:24][CH:23]=3)=[N:7][C:6]=2[C:2]=1[C:33]1[NH:29][N:30]=[CH:31][CH:32]=1, predict the reactants needed to synthesize it. The reactants are: Br[C:2]1[C:6]2[N:7]=[C:8]([C:22]3[CH:27]=[CH:26][N:25]=[CH:24][CH:23]=3)[N:9]=[C:10]([NH:11][CH2:12][C@@H:13]([NH2:21])[CH2:14][C:15]3[CH:20]=[CH:19][CH:18]=[CH:17][CH:16]=3)[C:5]=2[S:4][C:3]=1[CH3:28].[NH:29]1[C:33](B(O)O)=[CH:32][CH:31]=[N:30]1.C([O-])([O-])=O.[Na+].[Na+].C(O)(C(F)(F)F)=O. (3) Given the product [CH3:1][O:2][C:3]1[CH:4]=[C:5]([CH2:11][CH2:12][NH:13][C:14]2[CH:19]=[C:18]([C:20]3[CH:25]=[CH:24][C:23]([O:26][CH3:27])=[C:22]([O:28][CH3:29])[CH:21]=3)[N:17]=[C:16]([O:37][CH:34]([CH3:36])[CH3:35])[N:15]=2)[CH:6]=[CH:7][C:8]=1[O:9][CH3:10], predict the reactants needed to synthesize it. The reactants are: [CH3:1][O:2][C:3]1[CH:4]=[C:5]([CH2:11][CH2:12][NH:13][C:14]2[CH:19]=[C:18]([C:20]3[CH:25]=[CH:24][C:23]([O:26][CH3:27])=[C:22]([O:28][CH3:29])[CH:21]=3)[N:17]=[C:16](S(C)(=O)=O)[N:15]=2)[CH:6]=[CH:7][C:8]=1[O:9][CH3:10].[CH:34]([OH:37])([CH3:36])[CH3:35].[H-].[Na+]. (4) Given the product [Br:1][C:2]1[CH:3]=[C:4]2[C:9](=[CH:10][CH:11]=1)[C:8]([Cl:15])=[N:7][CH:6]=[CH:5]2, predict the reactants needed to synthesize it. The reactants are: [Br:1][C:2]1[CH:3]=[C:4]2[C:9](=[CH:10][CH:11]=1)[CH:8]=[N+:7]([O-])[CH:6]=[CH:5]2.O=P(Cl)(Cl)[Cl:15]. (5) Given the product [C:3]([O-:7])(=[O:6])[CH:4]=[CH2:5].[Zn+2:2].[C:8]([O-:12])(=[O:11])[CH:9]=[CH2:10], predict the reactants needed to synthesize it. The reactants are: [O-2].[Zn+2:2].[C:3]([OH:7])(=[O:6])[CH:4]=[CH2:5].[C:8]([O:12]CC)(=[O:11])[CH:9]=[CH2:10]. (6) Given the product [P:6]([O-:7])([O-:8])([O:13][CH2:14][C:15]([NH:18][C:19](=[O:20])[C:21]1[CH:26]=[CH:25][C:24]([S:27][C:28]2[CH:33]=[CH:32][C:31]([NH:34][C:35]([O:36][CH3:37])=[O:38])=[CH:30][CH:29]=2)=[C:23]([NH:39][C:40]2[C:41]3[CH:49]=[CH:48][C:47]([CH:50]([CH3:51])[CH3:52])=[N:46][C:42]=3[N:43]=[CH:44][N:45]=2)[CH:22]=1)([CH3:17])[CH3:16])=[O:5].[Na+:64].[Na+:64], predict the reactants needed to synthesize it. The reactants are: C([O:5][P:6]([O:13][CH2:14][C:15]([NH:18][C:19]([C:21]1[CH:26]=[CH:25][C:24]([S:27][C:28]2[CH:33]=[CH:32][C:31]([NH:34][C:35](=[O:38])[O:36][CH3:37])=[CH:30][CH:29]=2)=[C:23]([NH:39][C:40]2[C:41]3[CH:49]=[CH:48][C:47]([CH:50]([CH3:52])[CH3:51])=[N:46][C:42]=3[N:43]=[CH:44][N:45]=2)[CH:22]=1)=[O:20])([CH3:17])[CH3:16])([O:8]C(C)(C)C)=[O:7])(C)(C)C.C(O)(C(F)(F)F)=O.C([O-])(O)=O.[Na+:64].